Dataset: Full USPTO retrosynthesis dataset with 1.9M reactions from patents (1976-2016). Task: Predict the reactants needed to synthesize the given product. (1) Given the product [C:41]1([C:2]2[C:3]([C:37]([F:40])([F:39])[F:38])=[N:4][N:5]([CH2:7][C:8]([NH:10][C@H:11]([C:21]3[C:26]([C:27]4[CH:28]=[CH:29][C:30]([F:36])=[C:31]([CH:35]=4)[C:32]([NH2:34])=[O:33])=[CH:25][CH:24]=[CH:23][N:22]=3)[CH2:12][C:13]3[CH:14]=[C:15]([F:20])[CH:16]=[C:17]([F:19])[CH:18]=3)=[O:9])[CH:6]=2)[CH2:45][CH2:44][CH2:43][CH:42]=1, predict the reactants needed to synthesize it. The reactants are: Br[C:2]1[C:3]([C:37]([F:40])([F:39])[F:38])=[N:4][N:5]([CH2:7][C:8]([NH:10][C@H:11]([C:21]2[C:26]([C:27]3[CH:28]=[CH:29][C:30]([F:36])=[C:31]([CH:35]=3)[C:32]([NH2:34])=[O:33])=[CH:25][CH:24]=[CH:23][N:22]=2)[CH2:12][C:13]2[CH:18]=[C:17]([F:19])[CH:16]=[C:15]([F:20])[CH:14]=2)=[O:9])[CH:6]=1.[C:41]1(B(O)O)[CH2:45][CH2:44][CH2:43][CH:42]=1. (2) Given the product [CH2:29]([C:31]([C:34]1[CH:39]=[CH:38][C:37]([O:40][S:8]([C:11]([F:14])([F:13])[F:12])(=[O:10])=[O:9])=[C:36]([CH3:41])[CH:35]=1)([C:42]1[CH:47]=[CH:46][C:45]([C:48]#[C:49][C:50]2([OH:56])[CH2:51][CH2:52][O:53][CH2:54][CH2:55]2)=[C:44]([CH3:57])[CH:43]=1)[CH2:32][CH3:33])[CH3:30], predict the reactants needed to synthesize it. The reactants are: C1C=CC(N([S:8]([C:11]([F:14])([F:13])[F:12])(=[O:10])=[O:9])[S:8]([C:11]([F:14])([F:13])[F:12])(=[O:10])=[O:9])=CC=1.C(N(CC)CC)C.[CH2:29]([C:31]([C:42]1[CH:47]=[CH:46][C:45]([C:48]#[C:49][C:50]2([OH:56])[CH2:55][CH2:54][O:53][CH2:52][CH2:51]2)=[C:44]([CH3:57])[CH:43]=1)([C:34]1[CH:39]=[CH:38][C:37]([OH:40])=[C:36]([CH3:41])[CH:35]=1)[CH2:32][CH3:33])[CH3:30]. (3) Given the product [CH3:17][CH2:16][O:18][C:19]([CH:21]1[CH2:26][N:25]([C:9]([O:11][C:12]([CH3:13])([CH3:14])[CH3:15])=[O:10])[C:24]2[CH:27]=[C:28]([Cl:32])[CH:29]=[C:30]([Br:31])[C:23]=2[O:22]1)=[O:20], predict the reactants needed to synthesize it. The reactants are: [CH3:13][C:12]([O:11][C:9](O[C:9]([O:11][C:12]([CH3:15])([CH3:14])[CH3:13])=[O:10])=[O:10])([CH3:15])[CH3:14].[CH2:16]([O:18][C:19]([CH:21]1[CH2:26][NH:25][C:24]2[CH:27]=[C:28]([Cl:32])[CH:29]=[C:30]([Br:31])[C:23]=2[O:22]1)=[O:20])[CH3:17]. (4) Given the product [CH2:18]([O:17][C:15](=[O:16])[NH:14][C@H:11]1[CH2:12][CH2:13][N:8]([CH3:6])[CH2:9][C@H:10]1[NH:25][C:26](=[O:40])[C:27]1[CH:28]=[CH:29][C:30]([N:33]2[CH:38]=[CH:37][CH:36]=[CH:35][C:34]2=[O:39])=[CH:31][CH:32]=1)[C:19]1[CH:24]=[CH:23][CH:22]=[CH:21][CH:20]=1, predict the reactants needed to synthesize it. The reactants are: C(O[C:6]([N:8]1[CH2:13][CH2:12][C@H:11]([NH:14][C:15]([O:17][CH2:18][C:19]2[CH:24]=[CH:23][CH:22]=[CH:21][CH:20]=2)=[O:16])[C@H:10]([NH:25][C:26](=[O:40])[C:27]2[CH:32]=[CH:31][C:30]([N:33]3[CH:38]=[CH:37][CH:36]=[CH:35][C:34]3=[O:39])=[CH:29][CH:28]=2)[CH2:9]1)=O)(C)(C)C.C(Cl)Cl.C=O.[BH3-]C#N.[Na+]. (5) Given the product [F:61][C:60]([F:63])([F:62])[C:58]([OH:64])=[O:59].[C:49]([CH2:48][C:38]1([CH2:40][C:41]([OH:47])=[O:42])[O:37][N:36]=[C:35]([C:14]2[CH:13]=[C:12]([O:11][C:9](=[O:10])[C:8]3[CH:7]=[CH:6][C:5]([NH:1][C:2]([NH2:4])=[NH:3])=[CH:57][CH:56]=3)[CH:17]=[CH:16][C:15]=2[CH:18]2[CH2:19][CH2:20][N:21]([C:24](=[O:34])[CH2:25][CH2:26][C:27]([OH:29])=[O:28])[CH2:22][CH2:23]2)[CH2:39]1)([OH:51])=[O:50], predict the reactants needed to synthesize it. The reactants are: [NH:1]([C:5]1[CH:57]=[CH:56][C:8]([C:9]([O:11][C:12]2[CH:17]=[CH:16][C:15]([CH:18]3[CH2:23][CH2:22][N:21]([C:24](=[O:34])[CH2:25][CH2:26][C:27]([O:29]C(C)(C)C)=[O:28])[CH2:20][CH2:19]3)=[C:14]([C:35]3[CH2:39][C:38]([CH2:48][C:49]([O:51]C(C)(C)C)=[O:50])([CH2:40][C:41](=[O:47])[O:42]C(C)(C)C)[O:37][N:36]=3)[CH:13]=2)=[O:10])=[CH:7][CH:6]=1)[C:2]([NH2:4])=[NH:3].[C:58]([OH:64])([C:60]([F:63])([F:62])[F:61])=[O:59].